Dataset: Reaction yield outcomes from USPTO patents with 853,638 reactions. Task: Predict the reaction yield, written as a fraction of the theoretical maximum amount of product (1.0 means a 100% yield; for example, 0.34 means a 34% yield). The reactants are CO[C:3](=[O:26])[C:4]1[CH:9]=[CH:8][C:7]([O:10][CH2:11][C:12]2[C:13]([C:18]3[CH:23]=[CH:22][C:21]([F:24])=[C:20]([F:25])[CH:19]=3)=[N:14][O:15][C:16]=2[CH3:17])=[N:6][CH:5]=1.[NH2:27][CH:28]1[CH2:33][CH2:32][O:31][CH2:30][CH2:29]1. No catalyst specified. The product is [F:25][C:20]1[CH:19]=[C:18]([C:13]2[C:12]([CH2:11][O:10][C:7]3[CH:8]=[CH:9][C:4]([C:3]([NH:27][CH:28]4[CH2:33][CH2:32][O:31][CH2:30][CH2:29]4)=[O:26])=[CH:5][N:6]=3)=[C:16]([CH3:17])[O:15][N:14]=2)[CH:23]=[CH:22][C:21]=1[F:24]. The yield is 0.500.